From a dataset of Forward reaction prediction with 1.9M reactions from USPTO patents (1976-2016). Predict the product of the given reaction. (1) Given the reactants [N+:1]([C:4]1[CH:5]=[C:6]([CH:8]=[CH:9][CH:10]=1)[NH2:7])([O-:3])=[O:2].[Br:11][C:12]1[CH:17]=[CH:16][C:15]([S:18](Cl)(=[O:20])=[O:19])=[CH:14][C:13]=1[F:22].N1C=CC=CC=1, predict the reaction product. The product is: [Br:11][C:12]1[CH:17]=[CH:16][C:15]([S:18]([NH:7][C:6]2[CH:8]=[CH:9][CH:10]=[C:4]([N+:1]([O-:3])=[O:2])[CH:5]=2)(=[O:20])=[O:19])=[CH:14][C:13]=1[F:22]. (2) Given the reactants Br[CH2:2][CH2:3][CH2:4][C:5]([O:7][CH2:8][CH3:9])=[O:6].[C:10]1([C:16]2[CH:17]=[N:18][NH:19][CH:20]=2)[CH:15]=[CH:14][CH:13]=[CH:12][CH:11]=1.C([O-])([O-])=O.[K+].[K+], predict the reaction product. The product is: [C:10]1([C:16]2[CH:17]=[N:18][N:19]([CH2:2][CH2:3][CH2:4][C:5]([O:7][CH2:8][CH3:9])=[O:6])[CH:20]=2)[CH:11]=[CH:12][CH:13]=[CH:14][CH:15]=1. (3) The product is: [Cl:33][C:10]1([C:17]2[CH:22]=[CH:21][CH:20]=[CH:19][CH:18]=2)[C:9]2[C:13](=[CH:14][CH:15]=[C:7]([C:6]3[C:2]([CH3:1])=[N:3][O:4][C:5]=3[CH3:24])[CH:8]=2)[NH:12][C:11]1=[O:16]. Given the reactants [CH3:1][C:2]1[C:6]([C:7]2[CH:8]=[C:9]3[C:13](=[CH:14][CH:15]=2)[NH:12][C:11](=[O:16])[C:10]3(O)[C:17]2[CH:22]=[CH:21][CH:20]=[CH:19][CH:18]=2)=[C:5]([CH3:24])[O:4][N:3]=1.N1C=CC=CC=1.O=S(Cl)[Cl:33], predict the reaction product. (4) Given the reactants O[CH:2]=[C:3]1[C:11]2[C:6](=[CH:7][C:8]([C:12]([C:14]3[CH:15]=[C:16]([NH:20][C:21]([C:23]4[C:24]([C:29]([F:32])([F:31])[F:30])=[N:25][N:26]([CH3:28])[CH:27]=4)=[O:22])[CH:17]=[CH:18][CH:19]=3)=[O:13])=[CH:9][CH:10]=2)[NH:5][C:4]1=[O:33].[CH3:34][N:35]1[CH2:40][CH2:39][N:38]([C:41]2[CH:46]=[CH:45][C:44]([NH2:47])=[CH:43][CH:42]=2)[CH2:37][CH2:36]1.CC(C)=O, predict the reaction product. The product is: [CH3:34][N:35]1[CH2:36][CH2:37][N:38]([C:41]2[CH:46]=[CH:45][C:44]([NH:47][CH:2]=[C:3]3[C:11]4[C:6](=[CH:7][C:8]([C:12]([C:14]5[CH:15]=[C:16]([NH:20][C:21]([C:23]6[C:24]([C:29]([F:31])([F:32])[F:30])=[N:25][N:26]([CH3:28])[CH:27]=6)=[O:22])[CH:17]=[CH:18][CH:19]=5)=[O:13])=[CH:9][CH:10]=4)[NH:5][C:4]3=[O:33])=[CH:43][CH:42]=2)[CH2:39][CH2:40]1. (5) Given the reactants [OH:1][CH:2]1[CH2:7][CH2:6][NH:5][CH2:4][CH2:3]1.COCCOC.Br[C:15]1[CH:16]=[N:17][C:18]([N:21]2[CH2:26][CH2:25][CH:24]([C:27]3[C:36]([CH:37]([F:48])[C:38]4[CH:43]=[CH:42][C:41]([C:44]([F:47])([F:46])[F:45])=[CH:40][CH:39]=4)=[C:35]([CH:49]4[CH2:54][CH2:53][C:52]([F:56])([F:55])[CH2:51][CH2:50]4)[C:34]4[CH:33]([O:57]CC5C=CC(OC)=CC=5)[CH2:32][C:31]([CH3:68])([CH3:67])[CH2:30][C:29]=4[N:28]=3)[CH2:23][CH2:22]2)=[N:19][CH:20]=1, predict the reaction product. The product is: [F:56][C:52]1([F:55])[CH2:51][CH2:50][CH:49]([C:35]2[C:34]3[CH:33]([OH:57])[CH2:32][C:31]([CH3:67])([CH3:68])[CH2:30][C:29]=3[N:28]=[C:27]([CH:24]3[CH2:23][CH2:22][N:21]([C:18]4[N:19]=[CH:20][C:15]([N:5]5[CH2:6][CH2:7][CH:2]([OH:1])[CH2:3][CH2:4]5)=[CH:16][N:17]=4)[CH2:26][CH2:25]3)[C:36]=2[CH:37]([F:48])[C:38]2[CH:39]=[CH:40][C:41]([C:44]([F:45])([F:47])[F:46])=[CH:42][CH:43]=2)[CH2:54][CH2:53]1.